From a dataset of Forward reaction prediction with 1.9M reactions from USPTO patents (1976-2016). Predict the product of the given reaction. The product is: [N:11]([CH:4]([CH2:3][CH3:2])[CH2:5][CH2:6][CH2:7][C:8]([OH:10])=[O:9])=[N+:12]=[N-:13]. Given the reactants Br[CH2:2][CH2:3][CH2:4][CH2:5][CH2:6][CH2:7][C:8]([OH:10])=[O:9].[N-:11]=[N+:12]=[N-:13].[Na+], predict the reaction product.